From a dataset of NCI-60 drug combinations with 297,098 pairs across 59 cell lines. Regression. Given two drug SMILES strings and cell line genomic features, predict the synergy score measuring deviation from expected non-interaction effect. (1) Drug 1: CN(CC1=CN=C2C(=N1)C(=NC(=N2)N)N)C3=CC=C(C=C3)C(=O)NC(CCC(=O)O)C(=O)O. Drug 2: C1=NC2=C(N=C(N=C2N1C3C(C(C(O3)CO)O)O)F)N. Cell line: SNB-19. Synergy scores: CSS=51.1, Synergy_ZIP=-7.42, Synergy_Bliss=-11.9, Synergy_Loewe=-28.0, Synergy_HSA=-11.0. (2) Drug 1: C1=CC(=CC=C1C#N)C(C2=CC=C(C=C2)C#N)N3C=NC=N3. Drug 2: CNC(=O)C1=NC=CC(=C1)OC2=CC=C(C=C2)NC(=O)NC3=CC(=C(C=C3)Cl)C(F)(F)F. Cell line: A498. Synergy scores: CSS=-4.77, Synergy_ZIP=3.26, Synergy_Bliss=2.21, Synergy_Loewe=-2.94, Synergy_HSA=-2.97.